From a dataset of NCI-60 drug combinations with 297,098 pairs across 59 cell lines. Regression. Given two drug SMILES strings and cell line genomic features, predict the synergy score measuring deviation from expected non-interaction effect. (1) Drug 1: COC1=NC(=NC2=C1N=CN2C3C(C(C(O3)CO)O)O)N. Drug 2: C(CC(=O)O)C(=O)CN.Cl. Cell line: OVCAR3. Synergy scores: CSS=2.56, Synergy_ZIP=-0.504, Synergy_Bliss=1.85, Synergy_Loewe=-3.48, Synergy_HSA=-3.02. (2) Drug 1: CCC1=CC2CC(C3=C(CN(C2)C1)C4=CC=CC=C4N3)(C5=C(C=C6C(=C5)C78CCN9C7C(C=CC9)(C(C(C8N6C)(C(=O)OC)O)OC(=O)C)CC)OC)C(=O)OC.C(C(C(=O)O)O)(C(=O)O)O. Drug 2: C1=NC2=C(N=C(N=C2N1C3C(C(C(O3)CO)O)O)F)N. Cell line: TK-10. Synergy scores: CSS=20.9, Synergy_ZIP=-8.63, Synergy_Bliss=-3.51, Synergy_Loewe=-13.5, Synergy_HSA=-2.57. (3) Synergy scores: CSS=20.9, Synergy_ZIP=-1.66, Synergy_Bliss=2.53, Synergy_Loewe=4.50, Synergy_HSA=4.51. Drug 2: C1=NNC2=C1C(=O)NC=N2. Cell line: RPMI-8226. Drug 1: C#CCC(CC1=CN=C2C(=N1)C(=NC(=N2)N)N)C3=CC=C(C=C3)C(=O)NC(CCC(=O)O)C(=O)O. (4) Drug 1: CN1C2=C(C=C(C=C2)N(CCCl)CCCl)N=C1CCCC(=O)O.Cl. Drug 2: COC1=C2C(=CC3=C1OC=C3)C=CC(=O)O2. Cell line: BT-549. Synergy scores: CSS=2.91, Synergy_ZIP=-0.599, Synergy_Bliss=-0.0288, Synergy_Loewe=-0.463, Synergy_HSA=-0.504. (5) Drug 1: CC(C1=C(C=CC(=C1Cl)F)Cl)OC2=C(N=CC(=C2)C3=CN(N=C3)C4CCNCC4)N. Drug 2: C1=NC2=C(N1)C(=S)N=C(N2)N. Cell line: SF-295. Synergy scores: CSS=34.3, Synergy_ZIP=-3.92, Synergy_Bliss=-4.61, Synergy_Loewe=-7.15, Synergy_HSA=-1.20. (6) Drug 1: C1=NC2=C(N1)C(=S)N=C(N2)N. Drug 2: CS(=O)(=O)CCNCC1=CC=C(O1)C2=CC3=C(C=C2)N=CN=C3NC4=CC(=C(C=C4)OCC5=CC(=CC=C5)F)Cl. Cell line: T-47D. Synergy scores: CSS=13.5, Synergy_ZIP=-7.76, Synergy_Bliss=-3.11, Synergy_Loewe=-9.62, Synergy_HSA=-3.79. (7) Drug 1: C1=CC=C(C=C1)NC(=O)CCCCCCC(=O)NO. Drug 2: C1CNP(=O)(OC1)N(CCCl)CCCl. Cell line: HOP-92. Synergy scores: CSS=15.4, Synergy_ZIP=-4.54, Synergy_Bliss=0.497, Synergy_Loewe=-59.7, Synergy_HSA=0.834.